Dataset: CYP1A2 inhibition data for predicting drug metabolism from PubChem BioAssay. Task: Regression/Classification. Given a drug SMILES string, predict its absorption, distribution, metabolism, or excretion properties. Task type varies by dataset: regression for continuous measurements (e.g., permeability, clearance, half-life) or binary classification for categorical outcomes (e.g., BBB penetration, CYP inhibition). Dataset: cyp1a2_veith. (1) The drug is COc1ccc(/C=C/C(=O)Nc2nc(C)cc(C)n2)cc1OC. The result is 1 (inhibitor). (2) The compound is Cc1cc(C)c(C#N)c(OCC(=O)c2ccc(Br)cc2)n1. The result is 1 (inhibitor). (3) The molecule is Cc1cccc(NC(=S)NCc2ccccn2)c1. The result is 1 (inhibitor).